This data is from Experimentally validated miRNA-target interactions with 360,000+ pairs, plus equal number of negative samples. The task is: Binary Classification. Given a miRNA mature sequence and a target amino acid sequence, predict their likelihood of interaction. (1) The miRNA is cel-miR-1823-3p with sequence UACUGGAAGUGUUUAGGAGUAA. The protein sequence of the target gene is MDQRQRRILGQPLSIPTSQPKQKRTSMISFFSKVSWKLRFQKREPLKNVFFILAERARDPSAKKRHMAMRNLGTMAYEAPDKVRKYKKIVLDLLVYGLYDPVNLEVIHESMKTLTVVLGKIQGKGLGSFFIDITLQTRTLLDDENDSLRYSAFVLFGQLAAFAGRKWKKFFTSQVKQTRDSLLIHLQDRNPQVAKACKTTFQACSPYLKLKEEYSFQSEEDQRNTKLYQQLSHYHPEILQFFYANKIL. Result: 0 (no interaction). (2) The miRNA is hsa-miR-584-3p with sequence UCAGUUCCAGGCCAACCAGGCU. The protein sequence of the target gene is MSGPRAGFYRQELNKTVWEVPQRLQGLRPVGSGAYGSVCSAYDARLRQKVAVKKLSRPFQSLIHARRTYRELRLLKHLKHENVIGLLDVFTPATSIEDFSEVYLVTTLMGADLNNIVKCQALSDEHVQFLVYQLLRGLKYIHSAGIIHRDLKPSNVAVNEDCELRILDFGLARQADEEMTGYVATRWYRAPEIMLNWMHYNQTVDIWSVGCIMAELLQGKALFPGNDYIDQLKRIMEVVGTPSPEVLAKISSEHARTYIQSLPPMPQKDLSSVFHGANPLAIDLLGRMLVLDSDQRVSAA.... Result: 0 (no interaction).